The task is: Predict which catalyst facilitates the given reaction.. This data is from Catalyst prediction with 721,799 reactions and 888 catalyst types from USPTO. Reactant: Br[CH2:2][C:3]1[CH:8]=[C:7]([O:9][C:10]([F:13])([F:12])[F:11])[CH:6]=[CH:5][C:4]=1[F:14].[OH:15][C:16]1[CH:21]=[CH:20][C:19]([C:22]2([CH2:26][C:27]([O:29][CH2:30][CH3:31])=[O:28])[CH2:25][O:24][CH2:23]2)=[CH:18][CH:17]=1.C(=O)([O-])[O-].[Cs+].[Cs+]. Product: [F:14][C:4]1[CH:5]=[CH:6][C:7]([O:9][C:10]([F:13])([F:12])[F:11])=[CH:8][C:3]=1[CH2:2][O:15][C:16]1[CH:21]=[CH:20][C:19]([C:22]2([CH2:26][C:27]([O:29][CH2:30][CH3:31])=[O:28])[CH2:23][O:24][CH2:25]2)=[CH:18][CH:17]=1. The catalyst class is: 3.